The task is: Predict which catalyst facilitates the given reaction.. This data is from Catalyst prediction with 721,799 reactions and 888 catalyst types from USPTO. Product: [NH:31]1[C:39]2[C:34](=[CH:35][C:36]([CH2:40][NH:20][C:16]3[CH:17]=[CH:18][CH:19]=[C:14]([C:13]4[N:5]([CH2:4][C:3]5[C:2]([F:1])=[CH:28][C:27]([F:29])=[CH:26][C:25]=5[F:30])[N:6]=[C:7]5[C:12]=4[CH:11]=[CH:10][CH:9]=[C:8]5[C:21]([F:22])([F:23])[F:24])[CH:15]=3)=[CH:37][CH:38]=2)[CH:33]=[CH:32]1. Reactant: [F:1][C:2]1[CH:28]=[C:27]([F:29])[CH:26]=[C:25]([F:30])[C:3]=1[CH2:4][N:5]1[C:13]([C:14]2[CH:15]=[C:16]([NH2:20])[CH:17]=[CH:18][CH:19]=2)=[C:12]2[C:7]([C:8]([C:21]([F:24])([F:23])[F:22])=[CH:9][CH:10]=[CH:11]2)=[N:6]1.[NH:31]1[C:39]2[C:34](=[CH:35][C:36]([CH:40]=O)=[CH:37][CH:38]=2)[CH:33]=[CH:32]1.C([O-])=O.[Na+].C([BH3-])#N.[Na+]. The catalyst class is: 5.